This data is from Full USPTO retrosynthesis dataset with 1.9M reactions from patents (1976-2016). The task is: Predict the reactants needed to synthesize the given product. The reactants are: C([O:8][C:9]1[N:14]=[C:13]2[NH:15][CH:16]=[N:17][C:12]2=[CH:11][CH:10]=1)C1C=CC=CC=1.[N+:18]([C:21]1[CH:26]=[CH:25][CH:24]=[CH:23][C:22]=1B(O)O)([O-:20])=[O:19]. Given the product [N+:18]([C:21]1[CH:26]=[CH:25][CH:24]=[CH:23][C:22]=1[N:15]1[C:13]2=[N:14][C:9]([OH:8])=[CH:10][CH:11]=[C:12]2[N:17]=[CH:16]1)([O-:20])=[O:19], predict the reactants needed to synthesize it.